Dataset: Forward reaction prediction with 1.9M reactions from USPTO patents (1976-2016). Task: Predict the product of the given reaction. (1) The product is: [Br:1][C:2]1[CH:11]=[CH:10][CH:9]=[C:8]2[C:3]=1[CH:4]=[CH:5][NH:6][C:7]2=[O:20]. Given the reactants [Br:1][C:2]1[CH:11]=[CH:10][CH:9]=[C:8]2[C:3]=1[CH:4]=[CH:5][N:6]=[CH:7]2.C1C=C(Cl)C=C(C(OO)=[O:20])C=1.C(Cl)(Cl)Cl, predict the reaction product. (2) Given the reactants S(C)C.[C:4]1([S:10]([N:13]2[C:23]3[C:24]4[C:15]([CH2:16][NH:17][C:18](=O)[C:19]=4[CH:20]=[CH:21][CH:22]=3)=[CH:14]2)(=[O:12])=[O:11])[CH:9]=[CH:8][CH:7]=[CH:6][CH:5]=1, predict the reaction product. The product is: [C:4]1([S:10]([N:13]2[C:23]3[C:24]4[C:15]([CH2:16][NH:17][CH2:18][C:19]=4[CH:20]=[CH:21][CH:22]=3)=[CH:14]2)(=[O:12])=[O:11])[CH:5]=[CH:6][CH:7]=[CH:8][CH:9]=1.